From a dataset of NCI-60 drug combinations with 297,098 pairs across 59 cell lines. Regression. Given two drug SMILES strings and cell line genomic features, predict the synergy score measuring deviation from expected non-interaction effect. Drug 1: CC1CCC2CC(C(=CC=CC=CC(CC(C(=O)C(C(C(=CC(C(=O)CC(OC(=O)C3CCCCN3C(=O)C(=O)C1(O2)O)C(C)CC4CCC(C(C4)OC)O)C)C)O)OC)C)C)C)OC. Drug 2: C1=CC=C(C(=C1)C(C2=CC=C(C=C2)Cl)C(Cl)Cl)Cl. Cell line: HOP-92. Synergy scores: CSS=0.570, Synergy_ZIP=-1.31, Synergy_Bliss=-3.37, Synergy_Loewe=-5.45, Synergy_HSA=-4.20.